Predict the reaction yield, written as a fraction of the theoretical maximum amount of product (1.0 means a 100% yield; for example, 0.34 means a 34% yield). From a dataset of Reaction yield outcomes from USPTO patents with 853,638 reactions. (1) The reactants are [ClH:1].[OH:2][C:3]1[CH:4]=[C:5]([CH:31]=[C:32]([F:34])[CH:33]=1)[CH2:6][C@H:7]([NH:27][C:28](=[O:30])[CH3:29])[C@H:8]([OH:26])[CH2:9][NH:10][C:11]1([C:17]2[CH:22]=[CH:21][CH:20]=[C:19]([CH:23]([CH3:25])[CH3:24])[CH:18]=2)[CH2:16][CH2:15][CH2:14][CH2:13][CH2:12]1.Br[CH2:36][CH2:37][CH2:38][CH2:39][CH2:40][CH2:41][CH3:42]. No catalyst specified. The product is [ClH:1].[CH2:36]([O:2][C:3]1[CH:4]=[C:5]([CH:31]=[C:32]([F:34])[CH:33]=1)[CH2:6][C@H:7]([NH:27][C:28](=[O:30])[CH3:29])[C@H:8]([OH:26])[CH2:9][NH:10][C:11]1([C:17]2[CH:22]=[CH:21][CH:20]=[C:19]([CH:23]([CH3:25])[CH3:24])[CH:18]=2)[CH2:16][CH2:15][CH2:14][CH2:13][CH2:12]1)[CH2:37][CH2:38][CH2:39][CH2:40][CH2:41][CH3:42]. The yield is 0.340. (2) The yield is 0.340. The product is [CH2:44]([N:48]([CH2:52][CH2:53][CH2:54][CH3:55])[CH2:49][CH2:50][NH:51][C:36]([NH:20][C:19]1[CH:21]=[CH:22][C:16]([O:15][C:6]2[C:5]3[C:10](=[CH:11][C:12]([O:13][CH3:14])=[C:3]([O:2][CH3:1])[CH:4]=3)[N:9]=[CH:8][CH:7]=2)=[CH:17][C:18]=1[O:23][CH3:24])=[O:42])[CH2:45][CH2:46][CH3:47]. The reactants are [CH3:1][O:2][C:3]1[CH:4]=[C:5]2[C:10](=[CH:11][C:12]=1[O:13][CH3:14])[N:9]=[CH:8][CH:7]=[C:6]2[O:15][C:16]1[CH:22]=[CH:21][C:19]([NH2:20])=[C:18]([O:23][CH3:24])[CH:17]=1.C(N(CC)CC)C.ClC(Cl)(O[C:36](=[O:42])OC(Cl)(Cl)Cl)Cl.[CH2:44]([N:48]([CH2:52][CH2:53][CH2:54][CH3:55])[CH2:49][CH2:50][NH2:51])[CH2:45][CH2:46][CH3:47]. The catalyst is C(Cl)(Cl)Cl.O. (3) The reactants are [NH2:1][C:2]1[CH:3]=[C:4]([C:14]([CH3:17])([CH3:16])[CH3:15])[N:5](C(OC(C)(C)C)=O)[N:6]=1.[N:18]1[CH:23]=[CH:22][C:21]([S:24][C:25]2[CH:26]=[C:27]([CH:29]=[CH:30][CH:31]=2)[NH2:28])=[CH:20][CH:19]=1.C(O)(=O)C[C:34](CC(O)=O)(C(O)=O)[OH:35]. The catalyst is C(Cl)Cl. The product is [C:14]([C:4]1[CH:3]=[C:2]([NH:1][C:34]([NH:28][C:27]2[CH:29]=[CH:30][CH:31]=[C:25]([S:24][C:21]3[CH:20]=[CH:19][N:18]=[CH:23][CH:22]=3)[CH:26]=2)=[O:35])[NH:6][N:5]=1)([CH3:15])([CH3:16])[CH3:17]. The yield is 0.280. (4) The reactants are [Br:1][C:2]1[CH:7]=[CH:6][CH:5]=[CH:4][C:3]=1[N:8]1[C:13](=[O:14])[NH:12][CH2:11][C:10]([C:15]2[CH:20]=[CH:19][CH:18]=[CH:17][N:16]=2)=[N:9]1.C(N(CC)CC)C.[C:28]1(B(O)O)[CH:33]=[CH:32][CH:31]=[CH:30][CH:29]=1.[H-].[Na+]. The catalyst is ClCCl.C([O-])(=O)C.[Cu+2].C([O-])(=O)C. The product is [Br:1][C:2]1[CH:7]=[CH:6][CH:5]=[CH:4][C:3]=1[N:8]1[C:13](=[O:14])[N:12]([C:28]2[CH:33]=[CH:32][CH:31]=[CH:30][CH:29]=2)[CH2:11][C:10]([C:15]2[CH:20]=[CH:19][CH:18]=[CH:17][N:16]=2)=[N:9]1. The yield is 0.750. (5) The yield is 0.470. The reactants are [Cl:1][C:2]1[C:3]([N:11]=[CH:12][C:13]([OH:31])([CH2:18][C:19]([C:22]2[CH:27]=[CH:26][CH:25]=[C:24]([F:28])[C:23]=2[O:29][CH3:30])([CH3:21])[CH3:20])[C:14]([F:17])([F:16])[F:15])=[C:4]2[C:8](=[CH:9][CH:10]=1)[NH:7][N:6]=[CH:5]2.[BH4-].[Na+].C(O)(=O)C. The product is [Cl:1][C:2]1[C:3]([NH:11][CH2:12][C:13]([OH:31])([CH2:18][C:19]([C:22]2[CH:27]=[CH:26][CH:25]=[C:24]([F:28])[C:23]=2[O:29][CH3:30])([CH3:21])[CH3:20])[C:14]([F:15])([F:16])[F:17])=[C:4]2[C:8](=[CH:9][CH:10]=1)[NH:7][N:6]=[CH:5]2. The catalyst is CO. (6) The reactants are [C:1]([C:3]1[CH:4]=[C:5]([NH:9][C:10](=[O:16])[O:11][C:12]([CH3:15])([CH3:14])[CH3:13])[CH:6]=[CH:7][CH:8]=1)#[CH:2].I[C:18]1[CH:23]=[C:22]([N+:24]([O-:26])=[O:25])[CH:21]=[CH:20][C:19]=1[NH:27][C:28](=[O:34])[O:29][C:30]([CH3:33])([CH3:32])[CH3:31].C(N(CC)C(C)C)(C)C. The catalyst is C1COCC1.Cl[Pd](Cl)([P](C1C=CC=CC=1)(C1C=CC=CC=1)C1C=CC=CC=1)[P](C1C=CC=CC=1)(C1C=CC=CC=1)C1C=CC=CC=1.[Cu]I. The product is [C:30]([O:29][C:28]([NH:27][C:19]1[CH:20]=[CH:21][C:22]([N+:24]([O-:26])=[O:25])=[CH:23][C:18]=1[C:2]#[C:1][C:3]1[CH:4]=[C:5]([NH:9][C:10](=[O:16])[O:11][C:12]([CH3:13])([CH3:15])[CH3:14])[CH:6]=[CH:7][CH:8]=1)=[O:34])([CH3:33])([CH3:31])[CH3:32]. The yield is 0.850. (7) The reactants are [CH2:1]([N:3]([CH:30]1[CH2:35][CH2:34][O:33][CH2:32][CH2:31]1)[C:4]1[C:20]2[CH2:19][CH:18]=[CH:17][CH2:16][N:15]([CH3:21])[CH2:14][C:13]3[CH:22]=[C:23]([CH3:28])[N:24]=[C:25]([O:26]C)[C:12]=3[CH2:11][NH:10][C:9](=[O:29])[C:8]=2[CH:7]=[CH:6][CH:5]=1)[CH3:2].Cl. The catalyst is CO. The product is [CH2:1]([N:3]([CH:30]1[CH2:31][CH2:32][O:33][CH2:34][CH2:35]1)[C:4]1[C:20]2[CH2:19][CH:18]=[CH:17][CH2:16][N:15]([CH3:21])[CH2:14][C:13]3[CH:22]=[C:23]([CH3:28])[NH:24][C:25](=[O:26])[C:12]=3[CH2:11][NH:10][C:9](=[O:29])[C:8]=2[CH:7]=[CH:6][CH:5]=1)[CH3:2]. The yield is 0.500. (8) The reactants are [Br:1][C:2]1[CH:7]=[C:6]([C:8]#[CH:9])[CH:5]=[CH:4][N:3]=1.[CH3:10][O:11][C:12]1[CH:21]=[CH:20][C:15]([CH2:16][N:17]=[N+:18]=[N-:19])=[CH:14][CH:13]=1.O=C1O[C@H]([C@H](CO)O)C([O-])=C1O.[Na+].O. The catalyst is CCOC(C)=O.O.O.O.O.O.[O-]S([O-])(=O)=O.[Cu+2].CC(O)(C)C. The product is [Br:1][C:2]1[CH:7]=[C:6]([C:8]2[N:19]=[N:18][N:17]([CH2:16][C:15]3[CH:20]=[CH:21][C:12]([O:11][CH3:10])=[CH:13][CH:14]=3)[CH:9]=2)[CH:5]=[CH:4][N:3]=1. The yield is 0.770.